Dataset: Reaction yield outcomes from USPTO patents with 853,638 reactions. Task: Predict the reaction yield, written as a fraction of the theoretical maximum amount of product (1.0 means a 100% yield; for example, 0.34 means a 34% yield). (1) The reactants are [Br:1][C:2]1[CH:3]=[C:4]2[C:9](=[CH:10][CH:11]=1)[O:8][C:7]([CH3:13])([CH3:12])[CH2:6][C:5]2([CH3:15])[CH3:14].[CH2:16]([O:18]CC)C. The catalyst is ClCCl.[Ti](Cl)(Cl)(Cl)Cl. The product is [Br:1][C:2]1[CH:3]=[C:4]2[C:9](=[C:10]([CH:16]=[O:18])[CH:11]=1)[O:8][C:7]([CH3:13])([CH3:12])[CH2:6][C:5]2([CH3:15])[CH3:14]. The yield is 0.940. (2) The reactants are [CH:1]([O:4][C:5]([N:7]1[CH2:13][CH2:12][CH2:11][CH:10]([N:14]([C:30](=[O:32])[CH3:31])[CH2:15][C:16]2[CH:21]=[C:20]([C:22]([F:25])([F:24])[F:23])[CH:19]=[C:18]([C:26]([F:29])([F:28])[F:27])[CH:17]=2)[C:9]2[CH:33]=[CH:34][C:35](Br)=[CH:36][C:8]1=2)=[O:6])([CH3:3])[CH3:2].[CH3:38][N:39](C)C=O. The catalyst is C(OCC)(=O)C.[Zn].C1C=CC(/C=C/C(/C=C/C2C=CC=CC=2)=O)=CC=1.C1C=CC(/C=C/C(/C=C/C2C=CC=CC=2)=O)=CC=1.C1C=CC(/C=C/C(/C=C/C2C=CC=CC=2)=O)=CC=1.[Pd].[Pd].[Pd].C1(P(C2C=CC=CC=2)C2C=CC=CC=2)C=CC=CC=1.C1(P(C2C=CC=CC=2)C2C=CC=CC=2)C=CC=CC=1.C1(P(C2C=CC=CC=2)C2C=CC=CC=2)C=CC=CC=1.C1(P(C2C=CC=CC=2)C2C=CC=CC=2)C=CC=CC=1. The product is [C:30]([N:14]([CH2:15][C:16]1[CH:21]=[C:20]([C:22]([F:25])([F:24])[F:23])[CH:19]=[C:18]([C:26]([F:29])([F:28])[F:27])[CH:17]=1)[CH:10]1[CH2:11][CH2:12][CH2:13][N:7]([C:5]([O:4][CH:1]([CH3:3])[CH3:2])=[O:6])[C:8]2[CH:36]=[C:35]([C:38]#[N:39])[CH:34]=[CH:33][C:9]1=2)(=[O:32])[CH3:31]. The yield is 0.510. (3) The reactants are Cl[C:2]1[CH:3]=[C:4]([C:9]2[N:13]3[C:14]4[N:22]=[C:21]([O:23][CH3:24])[CH:20]=[CH:19][C:15]=4[N:16]=[C:17]([CH3:18])[C:12]3=[C:11]([CH3:25])[N:10]=2)[CH:5]=[C:6](Cl)[CH:7]=1.[CH3:26][NH:27][C:28](C1C=C(B(O)O)C=CC=1)=[O:29].C([O-])([O-])=O.[K+].[K+]. The catalyst is C1C=CC([P]([Pd]([P](C2C=CC=CC=2)(C2C=CC=CC=2)C2C=CC=CC=2)([P](C2C=CC=CC=2)(C2C=CC=CC=2)C2C=CC=CC=2)[P](C2C=CC=CC=2)(C2C=CC=CC=2)C2C=CC=CC=2)(C2C=CC=CC=2)C2C=CC=CC=2)=CC=1. The product is [CH3:24][O:23][C:21]1[CH:20]=[CH:19][C:15]2[N:16]=[C:17]([CH3:18])[C:12]3[N:13]([C:9]([C:4]4[CH:3]=[C:2]([CH:7]=[CH:6][CH:5]=4)[C:28]([NH:27][CH3:26])=[O:29])=[N:10][C:11]=3[CH3:25])[C:14]=2[N:22]=1. The yield is 0.430. (4) The reactants are [CH2:1]1[C:5]2=[C:6]([CH:13]=O)[C:7]3[CH:8]=[CH:9][CH:10]=[CH:11][C:12]=3[N:4]2[CH2:3][CH2:2]1.[CH3:15][N:16]1C2C(=CC=CC=2)C(C)=C1C=O. No catalyst specified. The product is [CH3:15][NH:16][CH2:13][C:6]1[C:7]2[CH:8]=[CH:9][CH:10]=[CH:11][C:12]=2[N:4]2[CH2:3][CH2:2][CH2:1][C:5]=12. The yield is 0.540. (5) The reactants are [C:1]([O:5][C:6](=[O:21])[N:7]([CH2:11][C:12]1[CH:17]=[CH:16][C:15]([Cl:18])=[C:14]([CH2:19][OH:20])[CH:13]=1)[CH:8]1[CH2:10][CH2:9]1)([CH3:4])([CH3:3])[CH3:2]. The catalyst is CC#N.O=[Mn]=O. The product is [C:1]([O:5][C:6](=[O:21])[N:7]([CH2:11][C:12]1[CH:17]=[CH:16][C:15]([Cl:18])=[C:14]([CH:19]=[O:20])[CH:13]=1)[CH:8]1[CH2:10][CH2:9]1)([CH3:4])([CH3:2])[CH3:3]. The yield is 1.00. (6) The reactants are [CH2:1]([C:5]1[N:6]=[C:7]2[C:16]([N:17]([CH2:27][C:28]3[CH:33]=[CH:32][C:31]([O:34][CH3:35])=[CH:30][CH:29]=3)[CH2:18][C:19]3[CH:24]=[CH:23][C:22]([O:25][CH3:26])=[CH:21][CH:20]=3)=[N:15][C:14]3[C:9](=[CH:10][CH:11]=[CH:12][CH:13]=3)[N:8]2[CH:36]=1)[CH:2]([CH3:4])[CH3:3].C([Li])CCC.[O:42]1[C:44]([CH3:46])([CH3:45])[CH2:43]1. The catalyst is O1CCCC1. The product is [CH3:26][O:25][C:22]1[CH:23]=[CH:24][C:19]([CH2:18][N:17]([CH2:27][C:28]2[CH:33]=[CH:32][C:31]([O:34][CH3:35])=[CH:30][CH:29]=2)[C:16]2[C:7]3[N:8]([C:36]([CH2:43][C:44]([CH3:46])([OH:42])[CH3:45])=[C:5]([CH2:1][CH:2]([CH3:4])[CH3:3])[N:6]=3)[C:9]3[C:14]([N:15]=2)=[CH:13][CH:12]=[CH:11][CH:10]=3)=[CH:20][CH:21]=1. The yield is 0.190. (7) The catalyst is O.CS(C)=O. The yield is 0.860. The reactants are Br[CH2:2][CH:3]1[CH2:7][CH2:6][CH:5]([CH2:8][CH2:9][C:10]2[CH:15]=[C:14]([F:16])[CH:13]=[CH:12][C:11]=2[O:17][CH3:18])[O:4]1.[Na+].[I-].[C-:21]#[N:22].[K+].[Na].C([O-])(O)=O.[Na+]. The product is [C:21]([CH2:2][C@H:3]1[CH2:7][CH2:6][C@H:5]([CH2:8][CH2:9][C:10]2[CH:15]=[C:14]([F:16])[CH:13]=[CH:12][C:11]=2[O:17][CH3:18])[O:4]1)#[N:22].